Regression. Given two drug SMILES strings and cell line genomic features, predict the synergy score measuring deviation from expected non-interaction effect. From a dataset of NCI-60 drug combinations with 297,098 pairs across 59 cell lines. Drug 1: C1CN(P(=O)(OC1)NCCCl)CCCl. Drug 2: COCCOC1=C(C=C2C(=C1)C(=NC=N2)NC3=CC=CC(=C3)C#C)OCCOC.Cl. Cell line: 786-0. Synergy scores: CSS=3.24, Synergy_ZIP=-1.57, Synergy_Bliss=-0.748, Synergy_Loewe=-15.0, Synergy_HSA=-2.65.